From a dataset of Peptide-MHC class II binding affinity with 134,281 pairs from IEDB. Regression. Given a peptide amino acid sequence and an MHC pseudo amino acid sequence, predict their binding affinity value. This is MHC class II binding data. (1) The peptide sequence is GELQIVDKIDAFFKI. The MHC is DRB1_1101 with pseudo-sequence DRB1_1101. The binding affinity (normalized) is 0.599. (2) The peptide sequence is ARTISEAGQAMASTE. The MHC is HLA-DPA10103-DPB10301 with pseudo-sequence HLA-DPA10103-DPB10301. The binding affinity (normalized) is 0.601. (3) The peptide sequence is DCCMEILGAVLEAVD. The MHC is DRB1_0301 with pseudo-sequence DRB1_0301. The binding affinity (normalized) is 0.0977.